This data is from Forward reaction prediction with 1.9M reactions from USPTO patents (1976-2016). The task is: Predict the product of the given reaction. (1) Given the reactants [F:1][C:2]1[CH:3]=[C:4]([N:21]2[CH2:25][C@H:24]([CH2:26][N:27]3[CH:31]=[CH:30][N:29]=[N:28]3)[O:23][C:22]2=[O:32])[CH:5]=[CH:6][C:7]=1[C:8]1[CH:9]=[N:10][C:11]([C:14]2[CH2:18][C@@H:17]([CH2:19][OH:20])[O:16][N:15]=2)=[CH:12][CH:13]=1.Cl.[C:34](Cl)(=[O:41])[C:35]1[CH:40]=[CH:39][CH:38]=[N:37][CH:36]=1.CN(C)C=O, predict the reaction product. The product is: [C:34]([O:20][CH2:19][C@H:17]1[O:16][N:15]=[C:14]([C:11]2[CH:12]=[CH:13][C:8]([C:7]3[CH:6]=[CH:5][C:4]([N:21]4[CH2:25][C@H:24]([CH2:26][N:27]5[CH:31]=[CH:30][N:29]=[N:28]5)[O:23][C:22]4=[O:32])=[CH:3][C:2]=3[F:1])=[CH:9][N:10]=2)[CH2:18]1)(=[O:41])[C:35]1[CH:40]=[CH:39][CH:38]=[N:37][CH:36]=1. (2) Given the reactants [C:1]([CH2:3][P:4](=[O:11])([O:8][CH2:9][CH3:10])[O:5][CH2:6][CH3:7])#[N:2].C([O-])(=O)C.[NH4+].C(O)(=O)C.[C:21]1([CH3:27])[CH:26]=[CH:25][CH:24]=[CH:23][CH:22]=1, predict the reaction product. The product is: [CH2:6]([O:5][P:4]([C:3]([C:1]#[N:2])=[CH:27][CH:21]1[CH2:26][CH2:25][CH2:24][CH2:23][CH2:22]1)(=[O:11])[O:8][CH2:9][CH3:10])[CH3:7]. (3) Given the reactants [C:1]([C:3](=[C:11]1[N:16]=[C:15]([C:17]([F:20])([F:19])[F:18])[CH:14]=[CH:13][NH:12]1)C(OC(C)(C)C)=O)#[N:2].O1CCOCC1, predict the reaction product. The product is: [F:20][C:17]([F:18])([F:19])[C:15]1[CH:14]=[CH:13][N:12]=[C:11]([CH2:3][C:1]#[N:2])[N:16]=1. (4) Given the reactants Br[C:2]1[CH:7]=[CH:6][CH:5]=[CH:4][C:3]=1[C:8]1[CH:9]=[CH:10][C:11]2[N:12]([C:21]3[CH:26]=[CH:25][CH:24]=[CH:23][CH:22]=3)[C:13]3[C:18]([C:19]=2[CH:20]=1)=[CH:17][CH:16]=[CH:15][CH:14]=3.C([Li])CCC.[Br:32][C:33]1[CH:45]=[CH:44][C:43]2[C:42]3[C:37](=[CH:38][C:39]([Br:46])=[CH:40][CH:41]=3)[C:36](=[O:47])[C:35]=2[CH:34]=1, predict the reaction product. The product is: [Br:32][C:33]1[CH:45]=[CH:44][C:43]2[C:42]3[C:37](=[CH:38][C:39]([Br:46])=[CH:40][CH:41]=3)[C:36]([C:2]3[CH:7]=[CH:6][CH:5]=[CH:4][C:3]=3[C:8]3[CH:9]=[CH:10][C:11]4[N:12]([C:21]5[CH:22]=[CH:23][CH:24]=[CH:25][CH:26]=5)[C:13]5[C:18]([C:19]=4[CH:20]=3)=[CH:17][CH:16]=[CH:15][CH:14]=5)([OH:47])[C:35]=2[CH:34]=1.